This data is from Catalyst prediction with 721,799 reactions and 888 catalyst types from USPTO. The task is: Predict which catalyst facilitates the given reaction. Reactant: [Br:1][C:2]1[C:3]([C:11]([F:14])([F:13])[F:12])=[CH:4][C:5]([F:10])=[C:6]([CH2:8][OH:9])[CH:7]=1.[CH3:15][S:16](Cl)(=[O:18])=[O:17].O. Product: [CH3:15][S:16]([O:9][CH2:8][C:6]1[CH:7]=[C:2]([Br:1])[C:3]([C:11]([F:14])([F:12])[F:13])=[CH:4][C:5]=1[F:10])(=[O:18])=[O:17]. The catalyst class is: 2.